This data is from Reaction yield outcomes from USPTO patents with 853,638 reactions. The task is: Predict the reaction yield, written as a fraction of the theoretical maximum amount of product (1.0 means a 100% yield; for example, 0.34 means a 34% yield). (1) The yield is 0.990. The reactants are [CH3:1][C:2]1[CH:11]=[CH:10][C:5]([C:6]([O:8][CH3:9])=[O:7])=[C:4](OS(C(F)(F)F)(=O)=O)[CH:3]=1.C(=O)([O-])[O-].[Na+].[Na+].[F:26][C:27]1[CH:32]=[CH:31][C:30](B(O)O)=[CH:29][CH:28]=1.[Cl-].[Li+]. The catalyst is C1(C)C=CC=CC=1.C(OCC)(=O)C.[Pd].C1(P(C2C=CC=CC=2)C2C=CC=CC=2)C=CC=CC=1.C1(P(C2C=CC=CC=2)C2C=CC=CC=2)C=CC=CC=1.C1(P(C2C=CC=CC=2)C2C=CC=CC=2)C=CC=CC=1.C1(P(C2C=CC=CC=2)C2C=CC=CC=2)C=CC=CC=1.C(O)C. The product is [F:26][C:27]1[CH:32]=[CH:31][C:30]([C:4]2[CH:3]=[C:2]([CH3:1])[CH:11]=[CH:10][C:5]=2[C:6]([O:8][CH3:9])=[O:7])=[CH:29][CH:28]=1. (2) The reactants are [CH3:1]/[C:2](/[CH2:9][CH2:10][CH2:11]/[CH:12]=[CH:13]\[CH2:14]/[CH:15]=[CH:16]\[CH2:17]/[CH:18]=[CH:19]\[CH2:20]/[CH:21]=[CH:22]\[CH2:23]/[CH:24]=[CH:25]\[CH2:26][CH3:27])=[CH:3]\[C:4](OCC)=[O:5].[H-].[H-].[H-].[H-].[Li+].[Al+3]. The catalyst is C1COCC1. The product is [CH3:1]/[C:2](/[CH2:9][CH2:10][CH2:11]/[CH:12]=[CH:13]\[CH2:14]/[CH:15]=[CH:16]\[CH2:17]/[CH:18]=[CH:19]\[CH2:20]/[CH:21]=[CH:22]\[CH2:23]/[CH:24]=[CH:25]\[CH2:26][CH3:27])=[CH:3]\[CH2:4][OH:5]. The yield is 0.450. (3) The reactants are [C:1](Cl)(=O)[C:2]([Cl:4])=[O:3].[C:7](/[C:9](/[C:14]1[CH:18]=[CH:17][S:16][CH:15]=1)=C\C(O)=O)#[N:8]. The catalyst is C(Cl)Cl. The product is [C:7](/[C:9](/[C:14]1[CH:18]=[CH:17][S:16][CH:15]=1)=[CH:1]\[C:2]([Cl:4])=[O:3])#[N:8]. The yield is 0.630.